This data is from NCI-60 drug combinations with 297,098 pairs across 59 cell lines. The task is: Regression. Given two drug SMILES strings and cell line genomic features, predict the synergy score measuring deviation from expected non-interaction effect. (1) Drug 1: CCCS(=O)(=O)NC1=C(C(=C(C=C1)F)C(=O)C2=CNC3=C2C=C(C=N3)C4=CC=C(C=C4)Cl)F. Drug 2: CS(=O)(=O)OCCCCOS(=O)(=O)C. Cell line: SK-MEL-5. Synergy scores: CSS=22.2, Synergy_ZIP=-1.00, Synergy_Bliss=-1.31, Synergy_Loewe=-29.6, Synergy_HSA=-3.40. (2) Drug 1: C1CCN(CC1)CCOC2=CC=C(C=C2)C(=O)C3=C(SC4=C3C=CC(=C4)O)C5=CC=C(C=C5)O. Drug 2: C1C(C(OC1N2C=C(C(=O)NC2=O)F)CO)O. Cell line: DU-145. Synergy scores: CSS=32.2, Synergy_ZIP=1.39, Synergy_Bliss=0.0122, Synergy_Loewe=-19.6, Synergy_HSA=-1.68. (3) Drug 1: C#CCC(CC1=CN=C2C(=N1)C(=NC(=N2)N)N)C3=CC=C(C=C3)C(=O)NC(CCC(=O)O)C(=O)O. Drug 2: CC(C)NC(=O)C1=CC=C(C=C1)CNNC.Cl. Cell line: HOP-92. Synergy scores: CSS=6.41, Synergy_ZIP=-1.20, Synergy_Bliss=1.96, Synergy_Loewe=-1.67, Synergy_HSA=1.14. (4) Drug 1: COC1=C(C=C2C(=C1)N=CN=C2NC3=CC(=C(C=C3)F)Cl)OCCCN4CCOCC4. Drug 2: C1=C(C(=O)NC(=O)N1)F. Cell line: IGROV1. Synergy scores: CSS=65.4, Synergy_ZIP=7.86, Synergy_Bliss=7.53, Synergy_Loewe=7.87, Synergy_HSA=14.6. (5) Drug 1: CNC(=O)C1=CC=CC=C1SC2=CC3=C(C=C2)C(=NN3)C=CC4=CC=CC=N4. Drug 2: CC1CCC2CC(C(=CC=CC=CC(CC(C(=O)C(C(C(=CC(C(=O)CC(OC(=O)C3CCCCN3C(=O)C(=O)C1(O2)O)C(C)CC4CCC(C(C4)OC)OCCO)C)C)O)OC)C)C)C)OC. Cell line: ACHN. Synergy scores: CSS=23.8, Synergy_ZIP=-1.60, Synergy_Bliss=-1.35, Synergy_Loewe=-6.51, Synergy_HSA=0.566. (6) Drug 1: CN(C)N=NC1=C(NC=N1)C(=O)N. Drug 2: CC=C1C(=O)NC(C(=O)OC2CC(=O)NC(C(=O)NC(CSSCCC=C2)C(=O)N1)C(C)C)C(C)C. Cell line: OVCAR-4. Synergy scores: CSS=41.6, Synergy_ZIP=6.00, Synergy_Bliss=3.02, Synergy_Loewe=-78.7, Synergy_HSA=3.03. (7) Drug 1: COC1=NC(=NC2=C1N=CN2C3C(C(C(O3)CO)O)O)N. Synergy scores: CSS=2.66, Synergy_ZIP=-1.92, Synergy_Bliss=-4.46, Synergy_Loewe=-13.5, Synergy_HSA=-7.28. Drug 2: CN(C(=O)NC(C=O)C(C(C(CO)O)O)O)N=O. Cell line: OVCAR-5.